The task is: Predict which catalyst facilitates the given reaction.. This data is from Catalyst prediction with 721,799 reactions and 888 catalyst types from USPTO. (1) Reactant: [CH3:1][O:2][C:3]1[CH:8]=[C:7]([CH3:9])[C:6]([C:10]([C:12]2[CH:17]=[CH:16][C:15]([O:18][CH2:19][C:20]3[N:21]=[C:22]([C:26]4[CH:31]=[CH:30][CH:29]=[CH:28][CH:27]=4)[O:23][C:24]=3[CH3:25])=[CH:14][CH:13]=2)=[O:11])=[C:5]([O:32]COC)[CH:4]=1.Cl. Product: [OH:32][C:5]1[CH:4]=[C:3]([O:2][CH3:1])[CH:8]=[C:7]([CH3:9])[C:6]=1[C:10]([C:12]1[CH:17]=[CH:16][C:15]([O:18][CH2:19][C:20]2[N:21]=[C:22]([C:26]3[CH:27]=[CH:28][CH:29]=[CH:30][CH:31]=3)[O:23][C:24]=2[CH3:25])=[CH:14][CH:13]=1)=[O:11]. The catalyst class is: 21. (2) Reactant: [C:12]([O:11][C:9](O[C:9]([O:11][C:12]([CH3:15])([CH3:14])[CH3:13])=[O:10])=[O:10])([CH3:15])([CH3:14])[CH3:13].CCN(C(C)C)C(C)C.Br.[NH2:26][CH2:27][CH2:28][Br:29]. Product: [C:12]([O:11][C:9](=[O:10])[NH:26][CH2:27][CH2:28][Br:29])([CH3:13])([CH3:14])[CH3:15]. The catalyst class is: 14. (3) Reactant: C([O:8][C:9]1[C:10]([F:27])=[C:11]([C:16]2[N:21]=[C:20]([C:22]([O:24][CH3:25])=[O:23])[CH:19]=[CH:18][C:17]=2[F:26])[C:12]([F:15])=[CH:13][CH:14]=1)C1C=CC=CC=1. Product: [F:27][C:10]1[C:9]([OH:8])=[CH:14][CH:13]=[C:12]([F:15])[C:11]=1[C:16]1[N:21]=[C:20]([C:22]([O:24][CH3:25])=[O:23])[CH:19]=[CH:18][C:17]=1[F:26]. The catalyst class is: 381. (4) Reactant: [N:1]([CH:4]([C:6]1[N:7]=[C:8]2[S:22][CH:21]=[C:20]([CH3:23])[N:9]2[C:10](=[O:19])[C:11]=1[C:12]1[CH:17]=[CH:16][CH:15]=[C:14]([F:18])[CH:13]=1)[CH3:5])=[N+]=[N-].CP(C)C.CCOC(C)=O. Product: [NH2:1][CH:4]([C:6]1[N:7]=[C:8]2[S:22][CH:21]=[C:20]([CH3:23])[N:9]2[C:10](=[O:19])[C:11]=1[C:12]1[CH:17]=[CH:16][CH:15]=[C:14]([F:18])[CH:13]=1)[CH3:5]. The catalyst class is: 30. (5) Reactant: [Br:1][CH2:2][CH2:3][CH2:4][CH2:5][CH2:6][CH2:7][CH2:8][CH2:9][C:10]#[C:11][CH2:12][CH3:13].[N:14]1[CH:19]=[CH:18][CH:17]=[C:16]([CH3:20])[CH:15]=1. Product: [Br-:1].[CH2:2]([N+:14]1[CH:19]=[CH:18][CH:17]=[C:16]([CH3:20])[CH:15]=1)[CH2:3][CH2:4][CH2:5][CH2:6][CH2:7][CH2:8][CH2:9][C:10]#[C:11][CH2:12][CH3:13]. The catalyst class is: 10. (6) Reactant: [CH3:1][O:2][C:3]1[CH:4]=[C:5]([CH:17]=[CH:18][C:19]=1[O:20][CH3:21])[C:6]([C:8]1[CH:13]=[CH:12][CH:11]=[C:10]([N+:14]([O-])=O)[CH:9]=1)=[O:7].[H][H]. Product: [CH3:1][O:2][C:3]1[CH:4]=[C:5]([CH:17]=[CH:18][C:19]=1[O:20][CH3:21])[C:6]([C:8]1[CH:13]=[CH:12][CH:11]=[C:10]([NH2:14])[CH:9]=1)=[O:7]. The catalyst class is: 78. (7) Reactant: [F:1][C:2]1([F:23])[CH2:6][CH2:5][N:4]([CH2:7][CH2:8][O:9][C:10]2[CH:15]=[CH:14][C:13]([NH2:16])=[CH:12][C:11]=2[C:17]2[N:18]([CH3:22])[N:19]=[CH:20][CH:21]=2)[CH2:3]1.[F:24][C:25]1[CH:33]=[CH:32][C:28]([C:29](Cl)=[O:30])=[CH:27][C:26]=1[CH3:34].C(N(CC)CC)C. Product: [F:23][C:2]1([F:1])[CH2:6][CH2:5][N:4]([CH2:7][CH2:8][O:9][C:10]2[CH:15]=[CH:14][C:13]([NH:16][C:29](=[O:30])[C:28]3[CH:32]=[CH:33][C:25]([F:24])=[C:26]([CH3:34])[CH:27]=3)=[CH:12][C:11]=2[C:17]2[N:18]([CH3:22])[N:19]=[CH:20][CH:21]=2)[CH2:3]1. The catalyst class is: 1. (8) Reactant: [CH2:1]([O:8][C:9]([CH:11]1[CH2:19][CH:18]2[CH:13]([CH2:14][CH2:15][CH2:16][CH2:17]2)[NH:12]1)=[O:10])[C:2]1[CH:7]=[CH:6][CH:5]=[CH:4][CH:3]=1.CC1C=CC(S(O)(=O)=O)=CC=1.C(Cl)Cl. Product: [CH2:1]([O:8][C:9]([CH:11]1[CH2:19][CH:18]2[CH:13]([CH2:14][CH2:15][CH2:16][CH2:17]2)[NH:12]1)=[O:10])[C:2]1[CH:3]=[CH:4][CH:5]=[CH:6][CH:7]=1. The catalyst class is: 66.